The task is: Regression. Given a peptide amino acid sequence and an MHC pseudo amino acid sequence, predict their binding affinity value. This is MHC class I binding data.. This data is from Peptide-MHC class I binding affinity with 185,985 pairs from IEDB/IMGT. (1) The peptide sequence is NWMTQTLL. The MHC is Mamu-A07 with pseudo-sequence Mamu-A07. The binding affinity (normalized) is 0. (2) The peptide sequence is LRIVIYIVQM. The MHC is Mamu-B03 with pseudo-sequence Mamu-B03. The binding affinity (normalized) is 0.175.